From a dataset of Reaction yield outcomes from USPTO patents with 853,638 reactions. Predict the reaction yield, written as a fraction of the theoretical maximum amount of product (1.0 means a 100% yield; for example, 0.34 means a 34% yield). The reactants are [Cl:1][C:2]1[CH:3]=[C:4]([CH2:9][NH2:10])[CH:5]=[CH:6][C:7]=1[Cl:8].[CH2:11]([O:13][CH:14]([O:19][CH2:20][CH3:21])[C:15](=[NH:18])OC)[CH3:12]. The catalyst is CO. The product is [Cl:1][C:2]1[CH:3]=[C:4]([CH:5]=[CH:6][C:7]=1[Cl:8])[CH2:9][NH:10][C:15](=[NH:18])[CH:14]([O:19][CH2:20][CH3:21])[O:13][CH2:11][CH3:12]. The yield is 0.727.